Dataset: Reaction yield outcomes from USPTO patents with 853,638 reactions. Task: Predict the reaction yield, written as a fraction of the theoretical maximum amount of product (1.0 means a 100% yield; for example, 0.34 means a 34% yield). (1) The reactants are [OH:1][CH2:2][CH2:3][N:4]1[CH:8]=[C:7]([C:9]2[CH:10]=[C:11]3[C:15](=[CH:16][CH:17]=2)[NH:14][N:13]=[C:12]3[C:18]([O:20][CH3:21])=[O:19])[CH:6]=[N:5]1.[Br:22][C:23]1[CH:24]=[C:25](B(O)O)[CH:26]=[CH:27][CH:28]=1. No catalyst specified. The product is [Br:22][C:23]1[CH:28]=[C:27]([N:14]2[C:15]3[C:11](=[CH:10][C:9]([C:7]4[CH:6]=[N:5][N:4]([CH2:3][CH2:2][OH:1])[CH:8]=4)=[CH:17][CH:16]=3)[C:12]([C:18]([O:20][CH3:21])=[O:19])=[N:13]2)[CH:26]=[CH:25][CH:24]=1. The yield is 0.550. (2) The catalyst is CO. The product is [C:1]1([CH:7]=[CH:8][C:9]([NH:11][C@H:12]([C:23]([O-:25])=[O:24])[CH2:13][C:14]2[C:22]3[C:17](=[CH:18][CH:19]=[CH:20][CH:21]=3)[NH:16][CH:15]=2)=[O:10])[CH:6]=[CH:5][CH:4]=[CH:3][CH:2]=1.[Na+:28]. The yield is 0.980. The reactants are [C:1]1([CH:7]=[CH:8][C:9]([NH:11][C@H:12]([C:23]([O:25]C)=[O:24])[CH2:13][C:14]2[C:22]3[C:17](=[CH:18][CH:19]=[CH:20][CH:21]=3)[NH:16][CH:15]=2)=[O:10])[CH:6]=[CH:5][CH:4]=[CH:3][CH:2]=1.[OH-].[Na+:28]. (3) The reactants are [CH2:1]([O:3][C:4](=[O:41])[C:5]([CH2:26][CH2:27][CH2:28][CH2:29][C:30]([CH3:40])([CH3:39])[CH2:31][O:32]C1CCCCO1)([CH2:11][CH2:12][CH2:13][CH2:14][C:15]([CH3:25])([CH3:24])[CH2:16][O:17]C1CCCCO1)[C:6]([O:8][CH2:9][CH3:10])=[O:7])[CH3:2].C(O)C. The catalyst is Cl.O. The product is [CH2:9]([O:8][C:6](=[O:7])[C:5]([CH2:26][CH2:27][CH2:28][CH2:29][C:30]([CH3:39])([CH3:40])[CH2:31][OH:32])([CH2:11][CH2:12][CH2:13][CH2:14][C:15]([CH3:24])([CH3:25])[CH2:16][OH:17])[C:4]([O:3][CH2:1][CH3:2])=[O:41])[CH3:10]. The yield is 0.840.